From a dataset of Forward reaction prediction with 1.9M reactions from USPTO patents (1976-2016). Predict the product of the given reaction. (1) Given the reactants [Cl:1][C:2]1[CH:7]=[CH:6][C:5]([C:8]2[S:9][C:10]3[N:11]=[C:12]([NH2:23])[N:13]=[C:14]([N:17]4[CH2:22][CH2:21][NH:20][CH2:19][CH2:18]4)[C:15]=3[N:16]=2)=[CH:4][CH:3]=1.[CH3:24][O:25][C:26]1[CH:36]=[CH:35][C:29]([O:30][CH2:31][C:32](O)=[O:33])=[CH:28][CH:27]=1, predict the reaction product. The product is: [NH2:23][C:12]1[N:13]=[C:14]([N:17]2[CH2:18][CH2:19][N:20]([C:32](=[O:33])[CH2:31][O:30][C:29]3[CH:35]=[CH:36][C:26]([O:25][CH3:24])=[CH:27][CH:28]=3)[CH2:21][CH2:22]2)[C:15]2[N:16]=[C:8]([C:5]3[CH:6]=[CH:7][C:2]([Cl:1])=[CH:3][CH:4]=3)[S:9][C:10]=2[N:11]=1. (2) Given the reactants [Cl:1][C:2]1[C:3]([O:16][CH3:17])=[CH:4][C:5]([CH3:15])=[C:6]([C:8](=[O:14])[C:9]([O:11][CH2:12][CH3:13])=[O:10])[CH:7]=1, predict the reaction product. The product is: [Cl:1][C:2]1[C:3]([O:16][CH3:17])=[CH:4][C:5]([CH3:15])=[C:6]([CH:8]([OH:14])[C:9]([O:11][CH2:12][CH3:13])=[O:10])[CH:7]=1.